This data is from Reaction yield outcomes from USPTO patents with 853,638 reactions. The task is: Predict the reaction yield, written as a fraction of the theoretical maximum amount of product (1.0 means a 100% yield; for example, 0.34 means a 34% yield). (1) The reactants are [CH:1]12[CH2:7][CH:4]([CH2:5][CH2:6]1)[CH2:3][CH:2]2[C:8]1[NH:12][C:11]2[C:13]([O:35]C)=[CH:14][CH:15]=[C:16]([C:17]([NH:19][CH2:20][C@@H:21]3[CH2:26][CH2:25][C@H:24]([NH:27]C(=O)OC(C)(C)C)[CH2:23][CH2:22]3)=[O:18])[C:10]=2[N:9]=1.B(Br)(Br)Br. No catalyst specified. The product is [NH2:27][C@@H:24]1[CH2:25][CH2:26][C@H:21]([CH2:20][NH:19][C:17]([C:16]2[C:10]3[N:9]=[C:8]([CH:2]4[CH2:3][CH:4]5[CH2:7][CH:1]4[CH2:6][CH2:5]5)[NH:12][C:11]=3[C:13]([OH:35])=[CH:14][CH:15]=2)=[O:18])[CH2:22][CH2:23]1. The yield is 0.530. (2) The reactants are [Br:1][C:2]1[CH:3]=[C:4]([C:11]([O:13][CH3:14])=[O:12])[C:5]2[CH:6]=[N:7][NH:8][C:9]=2[CH:10]=1.C(=O)([O-])[O-].[Cs+].[Cs+].Br[CH:22]1[CH2:26][CH2:25][CH2:24][CH2:23]1. The catalyst is C(#N)C. The product is [Br:1][C:2]1[CH:3]=[C:4]([C:11]([O:13][CH3:14])=[O:12])[C:5]2[CH:6]=[N:7][N:8]([CH:22]3[CH2:26][CH2:25][CH2:24][CH2:23]3)[C:9]=2[CH:10]=1. The yield is 0.292. (3) The reactants are Cl[C:2](Cl)(Cl)[C:3]#[N:4].C1CCN2C(=NCCC2)CC1.OC1C=C(NC(=O)OCC2C=CC=CC=2)C=CC=1CC1C=CC(OC)=CC=1.C([O:53][C@@H:54]1[C@@H:86]([O:87]C(=O)C2C=CC=CC=2)[C@H:85]([O:96]C(=O)C2C=CC=CC=2)[C@@H:84]([C@H:105]([CH3:115])[O:106]C(=O)C2C=CC=CC=2)[O:83][C@H:55]1[O:56][C:57]1[CH:62]=C(NC(OCC2C=CC=CC=2)=O)C=[CH:59][C:58]=1[CH2:74][C:75]1[CH:80]=[CH:79][C:78]([O:81][CH3:82])=[CH:77][CH:76]=1)(=O)C1C=CC=CC=1.C(O[C@@H]1[C@@H](OC(=O)C2C=CC=CC=2)[C@H](OC(=O)C2C=CC=CC=2)[C@@H]([C@H](C)OC(=O)C2C=CC=CC=2)O[C@H]1OC1C=C(N)C=CC=1CC1C=CC(OC)=CC=1)(=O)C1C=CC=CC=1.C(=O)([O-])[O-].[K+].[K+]. The catalyst is [Pd].CO.C(Cl)Cl.O1CCCC1. The product is [O:56]([C:57]1[CH:62]=[C:3]([NH2:4])[CH:2]=[CH:59][C:58]=1[CH2:74][C:75]1[CH:76]=[CH:77][C:78]([O:81][CH3:82])=[CH:79][CH:80]=1)[C@@H:55]1[O:83][C@H:84]([C@H:105]([CH3:115])[OH:106])[C@@H:85]([OH:96])[C@H:86]([OH:87])[C@H:54]1[OH:53]. The yield is 0.270. (4) The reactants are [CH2:1]([N:8]1[C:16]2[C:11](=[CH:12][C:13]([C:17]3[CH:22]=[CH:21][C:20]([O:23][C:24]([F:27])([F:26])[F:25])=[CH:19][CH:18]=3)=[CH:14][CH:15]=2)[CH:10]=[CH:9]1)[C:2]1[CH:7]=[CH:6][CH:5]=[CH:4][CH:3]=1.[C:28](Cl)(=[O:32])[C:29](Cl)=[O:30].[CH2:34]([OH:36])[CH3:35]. No catalyst specified. The product is [CH2:1]([N:8]1[C:16]2[C:11](=[CH:12][C:13]([C:17]3[CH:22]=[CH:21][C:20]([O:23][C:24]([F:27])([F:25])[F:26])=[CH:19][CH:18]=3)=[CH:14][CH:15]=2)[C:10]([C:28](=[O:32])[C:29]([O:36][CH2:34][CH3:35])=[O:30])=[CH:9]1)[C:2]1[CH:3]=[CH:4][CH:5]=[CH:6][CH:7]=1. The yield is 0.860. (5) The reactants are [Br:1][C:2]1[S:6][C:5]2[CH:7]=[C:8]([O:11][CH3:12])[CH:9]=[CH:10][C:4]=2[C:3]=1[C:13]1[CH:18]=[CH:17][C:16]([F:19])=[CH:15][CH:14]=1.OO.S(=O)(O)[O-:23].[Na+].O. The catalyst is C(Cl)Cl. The product is [Br:1][C:2]1[S:6](=[O:23])[C:5]2[CH:7]=[C:8]([O:11][CH3:12])[CH:9]=[CH:10][C:4]=2[C:3]=1[C:13]1[CH:18]=[CH:17][C:16]([F:19])=[CH:15][CH:14]=1. The yield is 0.840. (6) The reactants are Cl.[CH:2]([N:4]1[C:19]2[C:14](=[CH:15][CH:16]=[CH:17][CH:18]=2)[C:6]([CH2:7][C@@H:8]([C:10]([O:12][CH3:13])=[O:11])[NH2:9])=[CH:5]1)=[O:3].C(N(CC)CC)C.[F:27][C:28]1[CH:38]=[CH:37][CH:36]=[CH:35][C:29]=1[CH:30]=[CH:31][C:32](O)=[O:33].CCN=C=NCCCN(C)C.Cl. The catalyst is C(Cl)Cl. The product is [F:27][C:28]1[CH:38]=[CH:37][CH:36]=[CH:35][C:29]=1[CH:30]=[CH:31][C:32]([NH:9][C@H:8]([C:10]([O:12][CH3:13])=[O:11])[CH2:7][C:6]1[C:14]2[C:19](=[CH:18][CH:17]=[CH:16][CH:15]=2)[N:4]([CH:2]=[O:3])[CH:5]=1)=[O:33]. The yield is 0.860. (7) The catalyst is C(OCC)C.CC1C=CC=CC=1[P](C1C=CC=CC=1C)([Pd](Cl)(Cl)[P](C1=C(C)C=CC=C1)(C1C=CC=CC=1C)C1C=CC=CC=1C)C1C=CC=CC=1C. The yield is 0.560. The product is [C:22]([O:21][C:17]1[CH:18]=[C:19]([CH:26]=[CH2:27])[C:13]2[O:12][C:11]([C:8]3[CH:9]=[CH:10][C:5]([O:4][C:1](=[O:3])[CH3:2])=[C:6]([F:25])[CH:7]=3)=[N:15][C:14]=2[CH:16]=1)(=[O:24])[CH3:23]. The reactants are [C:1]([O:4][C:5]1[CH:10]=[CH:9][C:8]([C:11]2[O:12][C:13]3[C:19](Br)=[CH:18][C:17]([O:21][C:22](=[O:24])[CH3:23])=[CH:16][C:14]=3[N:15]=2)=[CH:7][C:6]=1[F:25])(=[O:3])[CH3:2].[CH2:26]([Sn](CCCC)(CCCC)C=C)[CH2:27]CC.CC1C=CC(C)=CC=1.